From a dataset of NCI-60 drug combinations with 297,098 pairs across 59 cell lines. Regression. Given two drug SMILES strings and cell line genomic features, predict the synergy score measuring deviation from expected non-interaction effect. (1) Drug 1: CCC1(CC2CC(C3=C(CCN(C2)C1)C4=CC=CC=C4N3)(C5=C(C=C6C(=C5)C78CCN9C7C(C=CC9)(C(C(C8N6C=O)(C(=O)OC)O)OC(=O)C)CC)OC)C(=O)OC)O.OS(=O)(=O)O. Drug 2: CC1=C(C=C(C=C1)C(=O)NC2=CC(=CC(=C2)C(F)(F)F)N3C=C(N=C3)C)NC4=NC=CC(=N4)C5=CN=CC=C5. Cell line: SN12C. Synergy scores: CSS=12.4, Synergy_ZIP=-1.12, Synergy_Bliss=3.62, Synergy_Loewe=-10.7, Synergy_HSA=1.05. (2) Drug 1: CC1=C(C(CCC1)(C)C)C=CC(=CC=CC(=CC(=O)O)C)C. Drug 2: CN1C2=C(C=C(C=C2)N(CCCl)CCCl)N=C1CCCC(=O)O.Cl. Cell line: HOP-92. Synergy scores: CSS=1.88, Synergy_ZIP=-0.462, Synergy_Bliss=0.846, Synergy_Loewe=0.630, Synergy_HSA=0.229. (3) Drug 1: C1=CC(=CC=C1CC(C(=O)O)N)N(CCCl)CCCl.Cl. Drug 2: C1=CC(=CC=C1CCCC(=O)O)N(CCCl)CCCl. Cell line: MOLT-4. Synergy scores: CSS=71.3, Synergy_ZIP=0.255, Synergy_Bliss=0.173, Synergy_Loewe=-3.81, Synergy_HSA=1.60. (4) Drug 1: CC1=C2C(C(=O)C3(C(CC4C(C3C(C(C2(C)C)(CC1OC(=O)C(C(C5=CC=CC=C5)NC(=O)OC(C)(C)C)O)O)OC(=O)C6=CC=CC=C6)(CO4)OC(=O)C)OC)C)OC. Drug 2: C1=CC=C(C(=C1)C(C2=CC=C(C=C2)Cl)C(Cl)Cl)Cl. Cell line: OVCAR3. Synergy scores: CSS=51.2, Synergy_ZIP=9.44, Synergy_Bliss=3.61, Synergy_Loewe=-38.1, Synergy_HSA=3.23. (5) Drug 1: C1=NNC2=C1C(=O)NC=N2. Drug 2: CC1CCCC2(C(O2)CC(NC(=O)CC(C(C(=O)C(C1O)C)(C)C)O)C(=CC3=CSC(=N3)C)C)C. Cell line: COLO 205. Synergy scores: CSS=35.4, Synergy_ZIP=0.496, Synergy_Bliss=-3.49, Synergy_Loewe=-30.0, Synergy_HSA=-0.573.